From a dataset of Forward reaction prediction with 1.9M reactions from USPTO patents (1976-2016). Predict the product of the given reaction. (1) Given the reactants Br[C:2]1[C:7]([F:8])=[CH:6][C:5]([N:9]2[C:18]3[C:13](=[CH:14][C:15]([S:19]([N:22]([C:32]4[CH:36]=[CH:35][O:34][N:33]=4)[CH2:23][C:24]4[CH:29]=[CH:28][C:27]([O:30][CH3:31])=[CH:26][CH:25]=4)(=[O:21])=[O:20])=[CH:16][CH:17]=3)[CH:12]=[CH:11][C:10]2=[O:37])=[C:4]([OH:38])[CH:3]=1.[F:39][C:40]1[CH:41]=[C:42](B(O)O)[CH:43]=[C:44]([F:46])[CH:45]=1.C(=O)([O-])[O-].[K+].[K+].C(Cl)Cl, predict the reaction product. The product is: [O:34]1[CH:35]=[CH:36][C:32]([N:22]([CH2:23][C:24]2[CH:29]=[CH:28][C:27]([O:30][CH3:31])=[CH:26][CH:25]=2)[S:19]([C:15]2[CH:14]=[C:13]3[C:18](=[CH:17][CH:16]=2)[N:9]([C:5]2[C:4]([OH:38])=[CH:3][C:2]([C:42]4[CH:41]=[C:40]([F:39])[CH:45]=[C:44]([F:46])[CH:43]=4)=[C:7]([F:8])[CH:6]=2)[C:10](=[O:37])[CH:11]=[CH:12]3)(=[O:21])=[O:20])=[N:33]1. (2) Given the reactants O=[C:2]([C:14]1[CH:19]=[CH:18][CH:17]=[CH:16][CH:15]=1)[CH:3]([C:8]1[CH:13]=[CH:12][CH:11]=[CH:10][CH:9]=1)[C:4](OC)=[O:5].[CH3:20][NH:21][NH2:22], predict the reaction product. The product is: [CH3:20][N:21]1[C:4]([OH:5])=[C:3]([C:8]2[CH:13]=[CH:12][CH:11]=[CH:10][CH:9]=2)[C:2]([C:14]2[CH:19]=[CH:18][CH:17]=[CH:16][CH:15]=2)=[N:22]1. (3) Given the reactants [NH2:1][C:2]1[CH:3]=[C:4]([Cl:31])[CH:5]=[C:6]2[C:10]=1[NH:9][C:8]([C:11]([NH2:13])=[O:12])=[C:7]2[S:14]([N:17]1[CH2:22][CH2:21][O:20][C@H:19]([CH2:23][O:24][C:25]2[CH:30]=[CH:29][CH:28]=[CH:27][CH:26]=2)[CH2:18]1)(=[O:16])=[O:15].C(OC(=O)[NH:38][C:39]1([CH:44]=O)[CH2:43][CH2:42][CH2:41][CH2:40]1)(C)(C)C, predict the reaction product. The product is: [NH2:38][C:39]1([CH2:44][NH:1][C:2]2[CH:3]=[C:4]([Cl:31])[CH:5]=[C:6]3[C:10]=2[NH:9][C:8]([C:11]([NH2:13])=[O:12])=[C:7]3[S:14]([N:17]2[CH2:22][CH2:21][O:20][C@H:19]([CH2:23][O:24][C:25]3[CH:26]=[CH:27][CH:28]=[CH:29][CH:30]=3)[CH2:18]2)(=[O:16])=[O:15])[CH2:43][CH2:42][CH2:41][CH2:40]1.